The task is: Predict the reactants needed to synthesize the given product.. This data is from Full USPTO retrosynthesis dataset with 1.9M reactions from patents (1976-2016). Given the product [OH:28][C:9]1[CH:10]=[CH:2][CH:3]=[CH:4][C:5]=1[C:6]([O-:8])=[O:7].[N:11]1[C:20]2[CH:19]=[C:18]3[CH2:21][CH2:22][NH2+:23][CH2:24][CH2:25][C:17]3=[CH:16][C:15]=2[N:14]=[CH:13][CH:12]=1, predict the reactants needed to synthesize it. The reactants are: O[C:2]1[CH:10]=[CH:9][C:5]([C:6]([OH:8])=[O:7])=[CH:4][CH:3]=1.[N:11]1[C:20]2[CH:19]=[C:18]3[CH2:21][CH2:22][NH:23][CH2:24][CH2:25][C:17]3=[CH:16][C:15]=2[N:14]=[CH:13][CH:12]=1.C([OH:28])C.